Predict the product of the given reaction. From a dataset of Forward reaction prediction with 1.9M reactions from USPTO patents (1976-2016). (1) Given the reactants [NH2:1][C:2]1[C:11]2[CH:10]=[CH:9][CH:8]=[C:7](Br)[C:6]=2[N:5]=[C:4]2[CH2:13][N:14]([CH:17]3[CH2:20][CH2:19][CH2:18]3)[C:15](=[O:16])[C:3]=12.[C:21]([C:23]1[CH:28]=[CH:27][CH:26]=[CH:25][C:24]=1B(O)O)#[N:22], predict the reaction product. The product is: [NH2:1][C:2]1[C:11]2[CH:10]=[CH:9][CH:8]=[C:7]([C:24]3[CH:25]=[CH:26][CH:27]=[CH:28][C:23]=3[C:21]#[N:22])[C:6]=2[N:5]=[C:4]2[CH2:13][N:14]([CH:17]3[CH2:20][CH2:19][CH2:18]3)[C:15](=[O:16])[C:3]=12. (2) Given the reactants C1(N2CC[O:9]CC2)CCCC=1.[CH2:12]([O:15][C:16]1[CH:23]=[CH:22][C:19]([CH:20]=O)=[CH:18][CH:17]=1)[CH2:13][CH3:14].Cl.[CH:25]1[CH:30]=[CH:29][CH:28]=[CH:27]C=1, predict the reaction product. The product is: [CH2:12]([O:15][C:16]1[CH:23]=[CH:22][C:19]([CH:20]=[C:27]2[CH2:28][CH2:29][CH2:30][C:25]2=[O:9])=[CH:18][CH:17]=1)[CH2:13][CH3:14]. (3) Given the reactants [C:1]([C:5]1[CH:9]=[C:8]([NH:10][C:11]([NH:13][C:14]2[CH:19]=[CH:18][C:17]([O:20][C:21]3[CH:26]=[CH:25][N:24]=[CH:23][CH:22]=3)=[CH:16][CH:15]=2)=[O:12])[N:7]([C:27]2[CH:39]=[CH:38][C:30]([CH2:31][NH:32][C:33](=O)[CH2:34][O:35][CH3:36])=[CH:29][CH:28]=2)[N:6]=1)([CH3:4])([CH3:3])[CH3:2].B.CSC, predict the reaction product. The product is: [C:1]([C:5]1[CH:9]=[C:8]([NH:10][C:11]([NH:13][C:14]2[CH:15]=[CH:16][C:17]([O:20][C:21]3[CH:26]=[CH:25][N:24]=[CH:23][CH:22]=3)=[CH:18][CH:19]=2)=[O:12])[N:7]([C:27]2[CH:39]=[CH:38][C:30]([CH2:31][NH:32][CH2:33][CH2:34][O:35][CH3:36])=[CH:29][CH:28]=2)[N:6]=1)([CH3:4])([CH3:2])[CH3:3]. (4) Given the reactants OC1C2C(=CC=CC=2)C(NS(C2SC=CC=2)(=O)=O)=CC=1[S:21][CH2:22][C:23]([OH:25])=[O:24].[Cl:26][C:27]1[CH:32]=[CH:31][C:30]([S:33](/[N:36]=[C:37]2\[CH:38]=[C:39](Cl)[C:40](=[O:47])[C:41]3[C:46]\2=[CH:45][CH:44]=[CH:43][CH:42]=3)(=[O:35])=[O:34])=[CH:29][CH:28]=1, predict the reaction product. The product is: [Cl:26][C:27]1[CH:32]=[CH:31][C:30]([S:33]([NH:36][C:37]2[C:46]3[C:41](=[CH:42][CH:43]=[CH:44][CH:45]=3)[C:40]([OH:47])=[C:39]([S:21][CH2:22][C:23]([OH:25])=[O:24])[CH:38]=2)(=[O:35])=[O:34])=[CH:29][CH:28]=1.